From a dataset of Peptide-MHC class II binding affinity with 134,281 pairs from IEDB. Regression. Given a peptide amino acid sequence and an MHC pseudo amino acid sequence, predict their binding affinity value. This is MHC class II binding data. The MHC is DRB1_0405 with pseudo-sequence DRB1_0405. The peptide sequence is RQLIKTDISMSMPKF. The binding affinity (normalized) is 0.655.